This data is from Catalyst prediction with 721,799 reactions and 888 catalyst types from USPTO. The task is: Predict which catalyst facilitates the given reaction. (1) Reactant: [Cl:1][C:2]1[C:3]([F:31])=[C:4]([NH:8][CH:9]([C:11]2[CH:12]=[C:13]([C:28](O)=[O:29])[CH:14]=[C:15]3[C:20]=2[O:19][C:18]([N:21]2[CH2:26][CH2:25][O:24][CH2:23][CH2:22]2)=[CH:17][C:16]3=[O:27])[CH3:10])[CH:5]=[CH:6][CH:7]=1.CN1CCOCC1.[CH3:39][N:40]([CH3:44])[CH2:41][CH2:42][NH2:43]. Product: [Cl:1][C:2]1[C:3]([F:31])=[C:4]([NH:8][CH:9]([C:11]2[CH:12]=[C:13]([C:28]([NH:43][CH2:42][CH2:41][N:40]([CH3:44])[CH3:39])=[O:29])[CH:14]=[C:15]3[C:20]=2[O:19][C:18]([N:21]2[CH2:26][CH2:25][O:24][CH2:23][CH2:22]2)=[CH:17][C:16]3=[O:27])[CH3:10])[CH:5]=[CH:6][CH:7]=1. The catalyst class is: 37. (2) Reactant: [CH3:1][CH:2]1[NH:7][CH2:6][CH2:5][N:4]([C:8]2[CH:13]=[CH:12][C:11]([NH:14][C:15]([C:17]3[CH2:22][CH2:21][CH2:20][CH2:19][C:18]=3[C:23]3[CH:28]=[CH:27][C:26]([C:29]([F:32])([F:31])[F:30])=[CH:25][CH:24]=3)=[O:16])=[CH:10][CH:9]=2)[CH2:3]1.[CH:33]([C:35]1[CH:36]=[C:37]([CH:40]=[CH:41][CH:42]=1)[C:38]#[N:39])=O.C(O[BH-](OC(=O)C)OC(=O)C)(=O)C.[Na+]. Product: [C:38]([C:37]1[CH:36]=[C:35]([CH:42]=[CH:41][CH:40]=1)[CH2:33][N:7]1[CH2:6][CH2:5][N:4]([C:8]2[CH:13]=[CH:12][C:11]([NH:14][C:15]([C:17]3[CH2:22][CH2:21][CH2:20][CH2:19][C:18]=3[C:23]3[CH:28]=[CH:27][C:26]([C:29]([F:32])([F:30])[F:31])=[CH:25][CH:24]=3)=[O:16])=[CH:10][CH:9]=2)[CH2:3][CH:2]1[CH3:1])#[N:39]. The catalyst class is: 4. (3) The catalyst class is: 668. Product: [Br:23][C:24]1[CH:29]=[C:28]([C:11]2[C:3]([O:2][CH3:1])=[C:4]3[C:8](=[CH:9][CH:10]=2)[N:7]([CH3:21])[C:6](=[O:22])[CH2:5]3)[CH:27]=[N:26][CH:25]=1. Reactant: [CH3:1][O:2][C:3]1[C:11](B2OC(C)(C)C(C)(C)O2)=[CH:10][CH:9]=[C:8]2[C:4]=1[CH2:5][C:6](=[O:22])[N:7]2[CH3:21].[Br:23][C:24]1[CH:25]=[N:26][CH:27]=[C:28](Br)[CH:29]=1.COCCOC.C(=O)([O-])[O-].[Na+].[Na+]. (4) Reactant: [NH2:1][CH2:2][CH2:3][CH2:4][N:5]([C:21]1[CH:26]=[C:25]([CH3:27])[N:24]=[C:23]([N:28]2[CH:32]=[CH:31][N:30]=[CH:29]2)[N:22]=1)[CH2:6][C:7]([NH:9][CH2:10][CH2:11][C:12]1[CH:20]=[CH:19][C:15]2[O:16][CH2:17][O:18][C:14]=2[CH:13]=1)=[O:8].[C:33](OC(=O)C)(=[O:35])[CH3:34]. Product: [C:33]([NH:1][CH2:2][CH2:3][CH2:4][N:5]([C:21]1[CH:26]=[C:25]([CH3:27])[N:24]=[C:23]([N:28]2[CH:32]=[CH:31][N:30]=[CH:29]2)[N:22]=1)[CH2:6][C:7]([NH:9][CH2:10][CH2:11][C:12]1[CH:20]=[CH:19][C:15]2[O:16][CH2:17][O:18][C:14]=2[CH:13]=1)=[O:8])(=[O:35])[CH3:34]. The catalyst class is: 17. (5) Reactant: O[CH2:2][C:3]1[CH:20]=[CH:19][C:6]([O:7][CH2:8][C:9]([C:11]2[CH:16]=[CH:15][CH:14]=[C:13]([O:17][CH3:18])[CH:12]=2)=[O:10])=[CH:5][CH:4]=1.[Br-:21].[Br-].C1(P(C2C=CC=CC=2)C2C=CC=CC=2)C=CC=CC=1. Product: [Br:21][CH2:2][C:3]1[CH:20]=[CH:19][C:6]([O:7][CH2:8][C:9]([C:11]2[CH:16]=[CH:15][CH:14]=[C:13]([O:17][CH3:18])[CH:12]=2)=[O:10])=[CH:5][CH:4]=1. The catalyst class is: 2. (6) Reactant: Br[CH2:2][C:3]1[N:8]([C:9]2[CH:14]=[CH:13][CH:12]=[C:11]([C:15]([F:18])([F:17])[F:16])[CH:10]=2)[C:7](=[O:19])[NH:6][C@H:5]([C:20]2[CH:25]=[CH:24][C:23]([C:26]#[N:27])=[CH:22][CH:21]=2)[C:4]=1[C:28](OCC)=[O:29].C(O)(=O)C(O)=O.[CH2:39]([NH:41][NH2:42])[CH3:40]. Product: [CH2:39]([N:41]1[CH2:2][C:3]2[N:8]([C:9]3[CH:14]=[CH:13][CH:12]=[C:11]([C:15]([F:18])([F:16])[F:17])[CH:10]=3)[C:7](=[O:19])[NH:6][C@H:5]([C:20]3[CH:21]=[CH:22][C:23]([C:26]#[N:27])=[CH:24][CH:25]=3)[C:4]=2[C:28](=[O:29])[NH:42]1)[CH3:40]. The catalyst class is: 12. (7) Reactant: [CH3:1][C@@H:2]1[CH2:7][NH:6][C@H:5]([CH2:8][O:9][C:10]2[CH:15]=[CH:14][C:13]([C:16]([F:19])([F:18])[F:17])=[CH:12][N:11]=2)[CH2:4][CH2:3]1.CCN(C(C)C)C(C)C.[CH3:29][C:30]1[N:35]=[C:34]([C:36](O)=[O:37])[C:33]([C:39]2[N:44]=[CH:43][CH:42]=[CH:41][N:40]=2)=[CH:32][CH:31]=1.CN(C(ON1N=NC2C=CC=CC1=2)=[N+](C)C)C.[B-](F)(F)(F)F.C([O-])(O)=O.[Na+]. Product: [CH3:29][C:30]1[N:35]=[C:34]([C:36]([N:6]2[CH2:7][C@@H:2]([CH3:1])[CH2:3][CH2:4][C@H:5]2[CH2:8][O:9][C:10]2[CH:15]=[CH:14][C:13]([C:16]([F:19])([F:17])[F:18])=[CH:12][N:11]=2)=[O:37])[C:33]([C:39]2[N:44]=[CH:43][CH:42]=[CH:41][N:40]=2)=[CH:32][CH:31]=1. The catalyst class is: 2. (8) Reactant: [CH3:1][C:2]1([CH3:30])[CH2:11][C:10]2[C:5](=[CH:6][CH:7]=[C:8]([C:12]([O:14]C)=[O:13])[CH:9]=2)[NH:4][CH:3]1[C:16]1[CH:21]=[CH:20][CH:19]=[C:18]([S:22]([N:25]2[CH2:29][CH2:28][CH2:27][CH2:26]2)(=[O:24])=[O:23])[CH:17]=1. Product: [CH3:1][C:2]1([CH3:30])[CH2:11][C:10]2[C:5](=[CH:6][CH:7]=[C:8]([C:12]([OH:14])=[O:13])[CH:9]=2)[NH:4][CH:3]1[C:16]1[CH:21]=[CH:20][CH:19]=[C:18]([S:22]([N:25]2[CH2:29][CH2:28][CH2:27][CH2:26]2)(=[O:23])=[O:24])[CH:17]=1. The catalyst class is: 111. (9) Reactant: [C:1]([O:5][C:6](=[O:28])[CH2:7][N:8]1[C:12]2[CH:13]=[CH:14][CH:15]=[CH:16][C:11]=2[N:10]=[C:9]1[S:17][CH2:18][CH2:19][NH:20]C(OC(C)(C)C)=O)([CH3:4])([CH3:3])[CH3:2].[ClH:29]. Product: [Cl-:29].[C:1]([O:5][C:6]([CH2:7][N:8]1[C:12]2[CH:13]=[CH:14][CH:15]=[CH:16][C:11]=2[N:10]=[C:9]1[S:17][CH2:18][CH2:19][NH3+:20])=[O:28])([CH3:4])([CH3:3])[CH3:2]. The catalyst class is: 25. (10) Reactant: [OH:1][C:2]1[CH:11]=[CH:10][C:9]([I:12])=[CH:8][C:3]=1[C:4]([O:6][CH3:7])=[O:5].Br[CH2:14][C:15]1[CH:20]=[CH:19][C:18]([F:21])=[CH:17][CH:16]=1.C(=O)([O-])[O-].[K+].[K+].C(OCC)(=O)C. Product: [F:21][C:18]1[CH:19]=[CH:20][C:15]([CH2:14][O:1][C:2]2[CH:11]=[CH:10][C:9]([I:12])=[CH:8][C:3]=2[C:4]([O:6][CH3:7])=[O:5])=[CH:16][CH:17]=1. The catalyst class is: 21.